This data is from Forward reaction prediction with 1.9M reactions from USPTO patents (1976-2016). The task is: Predict the product of the given reaction. Given the reactants [CH3:1][O:2][C:3]1[C:8]([C:9]([OH:11])=O)=[CH:7][C:6]([C:12]2[C:13]([N:28]3[C:32]([CH3:33])=[CH:31][C:30]([C:34]([F:37])([F:36])[F:35])=[N:29]3)=[N:14][C:15]([NH:18][C:19]3[CH:24]=[C:23]([CH3:25])[CH:22]=[C:21]([O:26][CH3:27])[CH:20]=3)=[N:16][CH:17]=2)=[CH:5][N:4]=1.[CH3:38][S:39]([NH2:42])(=[O:41])=[O:40].C(N(CC)CC)C.[I-].ClC1C=CC=C[N+]=1C, predict the reaction product. The product is: [CH3:1][O:2][C:3]1[C:8]([C:9]([NH:42][S:39]([CH3:38])(=[O:41])=[O:40])=[O:11])=[CH:7][C:6]([C:12]2[C:13]([N:28]3[C:32]([CH3:33])=[CH:31][C:30]([C:34]([F:36])([F:37])[F:35])=[N:29]3)=[N:14][C:15]([NH:18][C:19]3[CH:24]=[C:23]([CH3:25])[CH:22]=[C:21]([O:26][CH3:27])[CH:20]=3)=[N:16][CH:17]=2)=[CH:5][N:4]=1.